Dataset: Peptide-MHC class I binding affinity with 185,985 pairs from IEDB/IMGT. Task: Regression. Given a peptide amino acid sequence and an MHC pseudo amino acid sequence, predict their binding affinity value. This is MHC class I binding data. (1) The peptide sequence is AFYWHFIFR. The MHC is HLA-A23:01 with pseudo-sequence HLA-A23:01. The binding affinity (normalized) is 0.0847. (2) The peptide sequence is MMHASTSPF. The MHC is BoLA-JSP.1 with pseudo-sequence BoLA-JSP.1. The binding affinity (normalized) is 0.0641. (3) The peptide sequence is ITTESIVIW. The MHC is HLA-B27:05 with pseudo-sequence HLA-B27:05. The binding affinity (normalized) is 0. (4) The peptide sequence is QGQYMNTPW. The MHC is Mamu-B52 with pseudo-sequence Mamu-B52. The binding affinity (normalized) is 0.952. (5) The peptide sequence is GERPSGMF. The MHC is H-2-Kk with pseudo-sequence H-2-Kk. The binding affinity (normalized) is 0.275. (6) The peptide sequence is LSDDSGLMV. The MHC is HLA-B27:05 with pseudo-sequence HLA-B27:05. The binding affinity (normalized) is 0.0847. (7) The binding affinity (normalized) is 0.802. The MHC is HLA-B08:01 with pseudo-sequence HLA-B08:01. The peptide sequence is EPKISLLPL. (8) The peptide sequence is YVHLPLSPR. The MHC is Mamu-B6601 with pseudo-sequence Mamu-B6601. The binding affinity (normalized) is 0.556. (9) The peptide sequence is MNTGIIDLF. The MHC is Mamu-B17 with pseudo-sequence Mamu-B17. The binding affinity (normalized) is 0.645. (10) The peptide sequence is SALTALNDM. The MHC is H-2-Kb with pseudo-sequence H-2-Kb. The binding affinity (normalized) is 0.337.